Task: Predict the reactants needed to synthesize the given product.. Dataset: Full USPTO retrosynthesis dataset with 1.9M reactions from patents (1976-2016) (1) Given the product [Cl:26][C:4]1[C:5]2[C:6](=[CH:9][N:10]([CH2:12][C:13]3[C:22]4[C:17](=[CH:18][CH:19]=[CH:20][CH:21]=4)[CH:16]=[CH:15][CH:14]=3)[CH:11]=2)[C:7](=[O:8])[N:2]([CH3:1])[N:3]=1, predict the reactants needed to synthesize it. The reactants are: [CH3:1][N:2]1[C:7](=[O:8])[C:6]2=[CH:9][N:10]([CH2:12][C:13]3[C:22]4[C:17](=[CH:18][CH:19]=[CH:20][CH:21]=4)[CH:16]=[CH:15][CH:14]=3)[CH:11]=[C:5]2[C:4](=O)[NH:3]1.P(Cl)(Cl)([Cl:26])=O. (2) Given the product [CH:16]1([C:14]([C:11]2[CH:12]=[CH:13][C:8](/[CH:7]=[CH:6]/[C:5]([OH:19])=[O:4])=[CH:9][CH:10]=2)=[O:15])[CH2:17][CH2:18]1, predict the reactants needed to synthesize it. The reactants are: [OH-].[Li+].C[O:4][C:5](=[O:19])/[CH:6]=[CH:7]/[C:8]1[CH:13]=[CH:12][C:11]([C:14]([CH:16]2[CH2:18][CH2:17]2)=[O:15])=[CH:10][CH:9]=1. (3) Given the product [CH3:33][N:34]([CH:35]([C:37]1[S:41][C:40]2[CH:42]=[CH:43][CH:44]=[CH:45][C:39]=2[C:38]=1[CH3:46])[CH3:36])[C:20](=[O:22])[CH:19]=[CH:18][C:16]1[CH:15]=[N:14][C:12]2[NH:13][C:7](=[O:6])[CH2:8][O:9][CH2:10][C:11]=2[CH:17]=1, predict the reactants needed to synthesize it. The reactants are: C(Cl)CCl.Cl.[O:6]=[C:7]1[NH:13][C:12]2[N:14]=[CH:15][C:16]([CH:18]=[CH:19][C:20]([OH:22])=O)=[CH:17][C:11]=2[CH2:10][O:9][CH2:8]1.C1C=CC2N(O)N=NC=2C=1.[CH3:33][NH:34][C@@H:35]([C:37]1[S:41][C:40]2[CH:42]=[CH:43][CH:44]=[CH:45][C:39]=2[C:38]=1[CH3:46])[CH3:36].C(N(C(C)C)C(C)C)C.